This data is from NCI-60 drug combinations with 297,098 pairs across 59 cell lines. The task is: Regression. Given two drug SMILES strings and cell line genomic features, predict the synergy score measuring deviation from expected non-interaction effect. (1) Drug 1: C1=NC2=C(N=C(N=C2N1C3C(C(C(O3)CO)O)O)F)N. Drug 2: C1=CC=C(C(=C1)C(C2=CC=C(C=C2)Cl)C(Cl)Cl)Cl. Cell line: ACHN. Synergy scores: CSS=6.02, Synergy_ZIP=1.16, Synergy_Bliss=4.80, Synergy_Loewe=1.54, Synergy_HSA=1.27. (2) Drug 1: C1CCC(C1)C(CC#N)N2C=C(C=N2)C3=C4C=CNC4=NC=N3. Drug 2: CCCCC(=O)OCC(=O)C1(CC(C2=C(C1)C(=C3C(=C2O)C(=O)C4=C(C3=O)C=CC=C4OC)O)OC5CC(C(C(O5)C)O)NC(=O)C(F)(F)F)O. Cell line: UACC-257. Synergy scores: CSS=-3.72, Synergy_ZIP=2.01, Synergy_Bliss=-0.694, Synergy_Loewe=-1.65, Synergy_HSA=-3.69. (3) Drug 1: CC1=C(C=C(C=C1)NC2=NC=CC(=N2)N(C)C3=CC4=NN(C(=C4C=C3)C)C)S(=O)(=O)N.Cl. Drug 2: C1=NC2=C(N=C(N=C2N1C3C(C(C(O3)CO)O)F)Cl)N. Cell line: COLO 205. Synergy scores: CSS=24.1, Synergy_ZIP=0.0203, Synergy_Bliss=-5.05, Synergy_Loewe=-42.0, Synergy_HSA=-9.82. (4) Drug 1: C1CN1C2=NC(=NC(=N2)N3CC3)N4CC4. Drug 2: C1=CC=C(C(=C1)C(C2=CC=C(C=C2)Cl)C(Cl)Cl)Cl. Cell line: LOX IMVI. Synergy scores: CSS=23.5, Synergy_ZIP=3.55, Synergy_Bliss=6.69, Synergy_Loewe=-21.9, Synergy_HSA=1.64. (5) Drug 1: CCC1(C2=C(COC1=O)C(=O)N3CC4=CC5=C(C=CC(=C5CN(C)C)O)N=C4C3=C2)O.Cl. Drug 2: C1CCC(C(C1)N)N.C(=O)(C(=O)[O-])[O-].[Pt+4]. Cell line: M14. Synergy scores: CSS=38.7, Synergy_ZIP=-11.1, Synergy_Bliss=-3.21, Synergy_Loewe=-16.7, Synergy_HSA=-1.73. (6) Drug 1: CS(=O)(=O)C1=CC(=C(C=C1)C(=O)NC2=CC(=C(C=C2)Cl)C3=CC=CC=N3)Cl. Drug 2: C1CCC(C(C1)N)N.C(=O)(C(=O)[O-])[O-].[Pt+4]. Cell line: MCF7. Synergy scores: CSS=31.0, Synergy_ZIP=0.539, Synergy_Bliss=5.09, Synergy_Loewe=-26.8, Synergy_HSA=5.97.